From a dataset of HIV replication inhibition screening data with 41,000+ compounds from the AIDS Antiviral Screen. Binary Classification. Given a drug SMILES string, predict its activity (active/inactive) in a high-throughput screening assay against a specified biological target. (1) The compound is O=C1OC(CS(=O)(=O)c2ccccc2)CC1O. The result is 0 (inactive). (2) The result is 0 (inactive). The drug is CC(=O)Oc1ccc(-c2cc3ccccc3oc2=O)cc1. (3) The result is 0 (inactive). The compound is COC1(OC)CC2C(=O)N(Cc3ccccc3)C1CC2S(=O)(=O)c1ccccc1. (4) The compound is C1CCSCCCCSCCCCSCCCCSC1. The result is 0 (inactive). (5) The compound is Cc1n[n+](CC(=O)c2ccccc2)c2sc(=N)[nH]n12.[Br-]. The result is 0 (inactive). (6) The compound is COC(=O)C[PH](c1ccccc1)(c1ccccc1)c1ccccc1. The result is 0 (inactive). (7) The drug is CCCC(=NNC(=S)N1CCN(c2ccccn2)CC1)c1ccccn1. The result is 0 (inactive).